Regression. Given two drug SMILES strings and cell line genomic features, predict the synergy score measuring deviation from expected non-interaction effect. From a dataset of NCI-60 drug combinations with 297,098 pairs across 59 cell lines. (1) Drug 1: C1CC(=O)NC(=O)C1N2CC3=C(C2=O)C=CC=C3N. Drug 2: CC1=C(C(=CC=C1)Cl)NC(=O)C2=CN=C(S2)NC3=CC(=NC(=N3)C)N4CCN(CC4)CCO. Cell line: HL-60(TB). Synergy scores: CSS=7.07, Synergy_ZIP=-3.24, Synergy_Bliss=0.0730, Synergy_Loewe=-2.42, Synergy_HSA=-2.08. (2) Drug 1: C1=CC(=CC=C1CCCC(=O)O)N(CCCl)CCCl. Drug 2: C(=O)(N)NO. Cell line: COLO 205. Synergy scores: CSS=35.4, Synergy_ZIP=-3.64, Synergy_Bliss=2.47, Synergy_Loewe=-3.44, Synergy_HSA=5.41.